This data is from Full USPTO retrosynthesis dataset with 1.9M reactions from patents (1976-2016). The task is: Predict the reactants needed to synthesize the given product. (1) Given the product [CH3:32][O:31][C:29]([C:26]1[N:27]=[CH:28][C:23]([O:21][C:18]2[CH:19]=[CH:20][C:13]3[CH2:12][CH2:11][N:10]([C:8]([O:7][C:3]([CH3:6])([CH3:4])[CH3:5])=[O:9])[CH2:16][CH2:15][C:14]=3[CH:17]=2)=[N:24][CH:25]=1)=[O:30], predict the reactants needed to synthesize it. The reactants are: [H-].[Na+].[C:3]([O:7][C:8]([N:10]1[CH2:16][CH2:15][C:14]2[CH:17]=[C:18]([OH:21])[CH:19]=[CH:20][C:13]=2[CH2:12][CH2:11]1)=[O:9])([CH3:6])([CH3:5])[CH3:4].Cl[C:23]1[N:24]=[CH:25][C:26]([C:29]([O:31][CH3:32])=[O:30])=[N:27][CH:28]=1. (2) Given the product [Cl:17][C:18]1[C:27]2[C:22](=[CH:23][C:24]([O:29][CH3:30])=[C:25]([O:28][CH:32]3[CH2:33][CH2:34][N:35]([C:38]([O:40][CH2:41][CH2:44][CH2:1][CH3:2])=[O:39])[CH2:36][CH2:37]3)[CH:26]=2)[N:21]=[CH:20][N:19]=1, predict the reactants needed to synthesize it. The reactants are: [CH3:1][C:2](OC(/N=N/C(OC(C)(C)C)=O)=O)(C)C.[Cl:17][C:18]1[C:27]2[C:22](=[CH:23][C:24]([O:29][CH3:30])=[C:25]([OH:28])[CH:26]=2)[N:21]=[CH:20][N:19]=1.O[CH:32]1[CH2:37][CH2:36][N:35]([C:38]([O:40][C:41]([CH3:44])(C)C)=[O:39])[CH2:34][CH2:33]1.C1(P(C2C=CC=CC=2)C2C=CC=CC=2)C=CC=CC=1. (3) Given the product [CH3:37][C:34]([O:33][C:31]([N:28]1[CH2:27][CH:26]=[C:25]([C:7]2[N:8]=[CH:9][C:10]([C:13]([OH:15])=[O:14])=[N:11][CH:12]=2)[CH2:30][CH2:29]1)=[O:32])([CH3:35])[CH3:36], predict the reactants needed to synthesize it. The reactants are: C(=O)([O-])O.[Na+].Cl[C:7]1[N:8]=[CH:9][C:10]([C:13]([O:15]C)=[O:14])=[N:11][CH:12]=1.CC1(C)C(C)(C)OB([C:25]2[CH2:26][CH2:27][N:28]([C:31]([O:33][C:34]([CH3:37])([CH3:36])[CH3:35])=[O:32])[CH2:29][CH:30]=2)O1.C1(P(C2C=CC=CC=2)C2C=CC=CC=2)C=CC=CC=1. (4) Given the product [CH2:14]([C:19]1[CH:20]=[CH:21][C:22]([C:2]2[CH:3]=[C:4]3[C:9](=[CH:10][CH:11]=2)[C:8]([Cl:12])=[C:7]([OH:13])[CH:6]=[CH:5]3)=[CH:23][CH:24]=1)[CH2:15][CH2:16][CH2:17][CH3:18], predict the reactants needed to synthesize it. The reactants are: Br[C:2]1[CH:3]=[C:4]2[C:9](=[CH:10][CH:11]=1)[C:8]([Cl:12])=[C:7]([OH:13])[CH:6]=[CH:5]2.[CH2:14]([C:19]1[CH:24]=[CH:23][C:22](OB(O)O)=[CH:21][CH:20]=1)[CH2:15][CH2:16][CH2:17][CH3:18].C(=O)([O-])[O-].[Na+].[Na+].C1(C)C=CC=CC=1.C(O)C.O. (5) Given the product [CH3:28][N:29]([CH3:30])[CH2:2]/[CH:3]=[CH:4]/[C@H:5]1[CH2:10][CH2:9][C@H:8]([CH2:11][CH2:12][N:13]([CH3:27])[S:14]([C:17]2[CH:22]=[CH:21][C:20]([C:23]([F:26])([F:25])[F:24])=[CH:19][CH:18]=2)(=[O:16])=[O:15])[CH2:7][CH2:6]1, predict the reactants needed to synthesize it. The reactants are: Cl[CH2:2]/[CH:3]=[CH:4]/[C@H:5]1[CH2:10][CH2:9][C@H:8]([CH2:11][CH2:12][N:13]([CH3:27])[S:14]([C:17]2[CH:22]=[CH:21][C:20]([C:23]([F:26])([F:25])[F:24])=[CH:19][CH:18]=2)(=[O:16])=[O:15])[CH2:7][CH2:6]1.[CH3:28][NH:29][CH3:30]. (6) Given the product [CH:11]1([C:8]2[NH:7][C:6](=[O:16])[C:5]([CH:2]([NH:1][C:17](=[O:22])[CH2:18][CH2:19][CH2:20][CH3:21])[CH2:3][CH3:4])=[N:10][N:9]=2)[CH2:15][CH2:14][CH2:13][CH2:12]1, predict the reactants needed to synthesize it. The reactants are: [NH2:1][CH:2]([C:5]1[C:6](=[O:16])[NH:7][C:8]([CH:11]2[CH2:15][CH2:14][CH2:13][CH2:12]2)=[N:9][N:10]=1)[CH2:3][CH3:4].[C:17](Cl)(=[O:22])[CH2:18][CH2:19][CH2:20][CH3:21]. (7) The reactants are: [Cl:1][CH2:2][CH2:3][O:4][C:5]1[C:6](=[O:19])[CH:7]=[C:8]([CH2:11][O:12]C2CCCCO2)[O:9][CH:10]=1.O.N. Given the product [Cl:1][CH2:2][CH2:3][O:4][C:5]1[C:6](=[O:19])[CH:7]=[C:8]([CH2:11][OH:12])[O:9][CH:10]=1, predict the reactants needed to synthesize it. (8) Given the product [CH:23]1([N:16]([CH:17]2[CH2:18][CH2:19][CH2:20][CH2:21][CH2:22]2)[C:14](=[O:15])[NH:13][C:11]2[S:12][C:8]([S:7][CH2:6][CH2:5][C:4]([OH:30])=[O:3])=[C:9]([CH3:29])[N:10]=2)[CH2:24][CH2:25][CH2:26][CH2:27][CH2:28]1, predict the reactants needed to synthesize it. The reactants are: C([O:3][C:4](=[O:30])[CH2:5][CH2:6][S:7][C:8]1[S:12][C:11]([NH:13][C:14]([N:16]([CH:23]2[CH2:28][CH2:27][CH2:26][CH2:25][CH2:24]2)[CH:17]2[CH2:22][CH2:21][CH2:20][CH2:19][CH2:18]2)=[O:15])=[N:10][C:9]=1[CH3:29])C.C(OC(=O)CCSC1SC(N)=NC=1C)C. (9) The reactants are: [CH3:1][O:2][C:3]1[N:8]=[CH:7][C:6]([C:9]2[CH:17]=[CH:16][C:15]([CH3:18])=[CH:14][C:10]=2[C:11]([OH:13])=O)=[CH:5][N:4]=1.[Cl:19][C:20]1[CH:21]=[CH:22][C:23]2[O:27][C:26]([NH:28][CH2:29][C@@H:30]3[C@H:35]([CH3:36])[CH2:34][CH2:33][CH2:32][NH:31]3)=[N:25][C:24]=2[CH:37]=1. Given the product [Cl:19][C:20]1[CH:21]=[CH:22][C:23]2[O:27][C:26]([NH:28][CH2:29][C@@H:30]3[C@H:35]([CH3:36])[CH2:34][CH2:33][CH2:32][N:31]3[C:11]([C:10]3[CH:14]=[C:15]([CH3:18])[CH:16]=[CH:17][C:9]=3[C:6]3[CH:7]=[N:8][C:3]([O:2][CH3:1])=[N:4][CH:5]=3)=[O:13])=[N:25][C:24]=2[CH:37]=1, predict the reactants needed to synthesize it. (10) Given the product [Cl:1][CH2:2][CH2:3][O:4][C:5]1[CH:10]=[CH:9][CH:8]=[C:7]2[C:6]=1[NH:25][N:27]=[C:11]2[S:12]([C:15]1[C:24]2[C:19](=[CH:20][CH:21]=[CH:22][CH:23]=2)[CH:18]=[CH:17][CH:16]=1)(=[O:14])=[O:13], predict the reactants needed to synthesize it. The reactants are: [Cl:1][CH2:2][CH2:3][O:4][C:5]1[CH:10]=[CH:9][CH:8]=[C:7]([CH2:11][S:12]([C:15]2[C:24]3[C:19](=[CH:20][CH:21]=[CH:22][CH:23]=3)[CH:18]=[CH:17][CH:16]=2)(=[O:14])=[O:13])[C:6]=1[NH2:25].Cl.[N:27]([O-])=O.[Na+].C(=O)(O)[O-].[Na+].